This data is from Full USPTO retrosynthesis dataset with 1.9M reactions from patents (1976-2016). The task is: Predict the reactants needed to synthesize the given product. (1) Given the product [CH2:2]([P:10](=[O:14])([O:11][CH2:12][CH3:13])[O:9][CH2:7][CH3:8])[CH2:3][CH2:4][CH:5]=[CH2:6], predict the reactants needed to synthesize it. The reactants are: Br[CH2:2][CH2:3][CH2:4][CH:5]=[CH2:6].[CH2:7]([O:9][P:10]([O:14]CC)[O:11][CH2:12][CH3:13])[CH3:8]. (2) Given the product [C:25]([O:24][C:22](=[O:23])[CH2:21][NH:20][C:18](=[O:19])[CH2:17][NH2:16])([CH3:28])([CH3:26])[CH3:27].[CH3:29][CH2:30][C:31]([S:34][S:35][C:36]([OH:38])=[O:37])([CH3:33])[CH3:32], predict the reactants needed to synthesize it. The reactants are: C1CCC(N=C=NC2CCCCC2)CC1.[NH2:16][CH2:17][C:18]([NH:20][CH2:21][C:22]([O:24][C:25]([CH3:28])([CH3:27])[CH3:26])=[O:23])=[O:19].[CH3:29][CH2:30][C:31]([S:34][S:35][C:36]([OH:38])=[O:37])([CH3:33])[CH3:32].